This data is from Reaction yield outcomes from USPTO patents with 853,638 reactions. The task is: Predict the reaction yield, written as a fraction of the theoretical maximum amount of product (1.0 means a 100% yield; for example, 0.34 means a 34% yield). (1) The reactants are Cl[C:2]1[CH:7]=[CH:6][C:5]([F:8])=[CH:4][C:3]=1[N+:9]([O-:11])=[O:10].[C:12]1(B(O)O)[CH:17]=[CH:16][CH:15]=[CH:14][CH:13]=1.C(=O)([O-])[O-].[Na+].[Na+].[OH-].[Na+]. The product is [F:8][C:5]1[CH:6]=[CH:7][C:2]([C:12]2[CH:17]=[CH:16][CH:15]=[CH:14][CH:13]=2)=[C:3]([N+:9]([O-:11])=[O:10])[CH:4]=1. The yield is 0.820. The catalyst is [Br-].C([N+](CCCC)(CCCC)CCCC)CCC.O.C([O-])(=O)C.C([O-])(=O)C.[Pd+2].CCOCC. (2) The reactants are Br[C:2]1[CH:7]=[CH:6][C:5]([CH:8]2[CH2:12][CH2:11][CH2:10][N:9]2[CH3:13])=[CH:4][CH:3]=1.[Li]CCCC.CN([CH:22]=[O:23])C. The catalyst is C1COCC1. The product is [CH3:13][N:9]1[CH2:10][CH2:11][CH2:12][CH:8]1[C:5]1[CH:6]=[CH:7][C:2]([CH:22]=[O:23])=[CH:3][CH:4]=1. The yield is 0.740. (3) The reactants are [OH:1][C@H:2]1[CH2:6][CH2:5][N:4](C(OC(C)(C)C)=O)[C@@H:3]1[CH2:14][OH:15].[ClH:16].O1CCOCC1. No catalyst specified. The product is [ClH:16].[OH:15][CH2:14][C@@H:3]1[C@@H:2]([OH:1])[CH2:6][CH2:5][NH:4]1. The yield is 1.00. (4) The reactants are N1CCC[C@H]1C(O)=O.C(=O)([O-])[O-].[K+].[K+].[CH3:15][O:16][C:17]1[C:21]([C:22]([O:24][CH2:25][CH3:26])=[O:23])=[CH:20][NH:19][N:18]=1.Br[C:28]1[CH:29]=[CH:30][C:31]([C:34]([F:37])([F:36])[F:35])=[N:32][CH:33]=1. The catalyst is CS(C)=O.O.[Cu]I. The product is [CH3:15][O:16][C:17]1[C:21]([C:22]([O:24][CH2:25][CH3:26])=[O:23])=[CH:20][N:19]([C:28]2[CH:33]=[N:32][C:31]([C:34]([F:37])([F:36])[F:35])=[CH:30][CH:29]=2)[N:18]=1. The yield is 0.390.